This data is from Forward reaction prediction with 1.9M reactions from USPTO patents (1976-2016). The task is: Predict the product of the given reaction. Given the reactants S(=O)(=O)(O)O.[CH3:6][C:7]1[N:12]=[C:11]([C:13]([OH:15])=[O:14])[CH:10]=[CH:9][CH:8]=1.[CH3:16]O, predict the reaction product. The product is: [CH3:16][O:14][C:13]([C:11]1[CH:10]=[CH:9][CH:8]=[C:7]([CH3:6])[N:12]=1)=[O:15].